From a dataset of Catalyst prediction with 721,799 reactions and 888 catalyst types from USPTO. Predict which catalyst facilitates the given reaction. Reactant: [Cl:1][C:2]1[CH:19]=[CH:18][C:5]([CH2:6][N:7]2[C:12]3[CH:13]=[CH:14][NH:15][C:11]=3[C:10](=[O:16])[NH:9][C:8]2=[S:17])=[C:4]([C:20]2([CH3:25])OCC[O:21]2)[CH:3]=1.C(O)(C(F)(F)F)=O.[OH-].[Na+]. Product: [C:20]([C:4]1[CH:3]=[C:2]([Cl:1])[CH:19]=[CH:18][C:5]=1[CH2:6][N:7]1[C:12]2[CH:13]=[CH:14][NH:15][C:11]=2[C:10](=[O:16])[NH:9][C:8]1=[S:17])(=[O:21])[CH3:25]. The catalyst class is: 2.